From a dataset of Full USPTO retrosynthesis dataset with 1.9M reactions from patents (1976-2016). Predict the reactants needed to synthesize the given product. (1) Given the product [ClH:37].[NH2:19][CH2:18]/[CH:17]=[C:16](/[F:27])\[CH2:15][O:14][C:13]1[CH:28]=[CH:29][C:10]([C:8]([NH:7][CH:1]2[CH2:6][CH2:5][CH2:4][CH2:3][CH2:2]2)=[O:9])=[CH:11][CH:12]=1, predict the reactants needed to synthesize it. The reactants are: [CH:1]1([NH:7][C:8]([C:10]2[CH:29]=[CH:28][C:13]([O:14][CH2:15]/[C:16](/[F:27])=[CH:17]\[CH2:18][NH:19]C(=O)OC(C)(C)C)=[CH:12][CH:11]=2)=[O:9])[CH2:6][CH2:5][CH2:4][CH2:3][CH2:2]1.FC(F)(F)C(O)=O.[ClH:37]. (2) Given the product [Cl:21][C:22]1[CH:28]=[CH:27][C:25]([NH:26][C:18]([C:17]2[C:12]([NH:11][C:7]3[CH:6]=[C:5]4[C:10](=[CH:9][CH:8]=3)[N:1]=[CH:2][CH:3]=[CH:4]4)=[N:13][CH:14]=[CH:15][CH:16]=2)=[O:20])=[CH:24][CH:23]=1, predict the reactants needed to synthesize it. The reactants are: [N:1]1[C:10]2[C:5](=[CH:6][C:7]([NH:11][C:12]3[C:17]([C:18]([OH:20])=O)=[CH:16][CH:15]=[CH:14][N:13]=3)=[CH:8][CH:9]=2)[CH:4]=[CH:3][CH:2]=1.[Cl:21][C:22]1[CH:28]=[CH:27][C:25]([NH2:26])=[CH:24][CH:23]=1.CCN(C(C)C)C(C)C.C1C=CC2N(O)N=NC=2C=1.